The task is: Predict the product of the given reaction.. This data is from Forward reaction prediction with 1.9M reactions from USPTO patents (1976-2016). (1) Given the reactants [CH3:1][O:2][C:3]1[CH:8]=[CH:7][CH:6]=[CH:5][C:4]=1[N:9]1[CH2:14][CH2:13][NH:12][CH2:11][CH2:10]1.[CH3:15][C:16]1[CH:21]=[CH:20][CH:19]=[CH:18][C:17]=1[C:22]1[C:23]([CH:28]=O)=[CH:24][CH:25]=[CH:26][CH:27]=1.[BH-](OC(C)=O)(OC(C)=O)OC(C)=O.[Na+].C1(C2C=CC=CC=2)C=CC=CC=1CN1CCN(C2C=CC=CC=2)CC1, predict the reaction product. The product is: [CH3:28][C:23]1[CH:24]=[CH:25][CH:26]=[CH:27][C:22]=1[C:17]1[CH:18]=[CH:19][CH:20]=[CH:21][C:16]=1[CH2:15][N:12]1[CH2:13][CH2:14][N:9]([C:4]2[CH:5]=[CH:6][CH:7]=[CH:8][C:3]=2[O:2][CH3:1])[CH2:10][CH2:11]1. (2) Given the reactants [OH:1][C:2]1[C:9]([OH:10])=[C:8]([OH:11])[CH:7]=[CH:6][C:3]=1[CH:4]=O.[NH:12]([C:14]([C:16]1[CH:21]=[CH:20][C:19](/[CH:22]=[CH:23]/[C:24]([NH:26][OH:27])=[O:25])=[CH:18][CH:17]=1)=[O:15])[NH2:13], predict the reaction product. The product is: [OH:27][NH:26][C:24](=[O:25])/[CH:23]=[CH:22]/[C:19]1[CH:18]=[CH:17][C:16]([C:14]([NH:12]/[N:13]=[CH:4]/[C:3]2[CH:6]=[CH:7][C:8]([OH:11])=[C:9]([OH:10])[C:2]=2[OH:1])=[O:15])=[CH:21][CH:20]=1. (3) Given the reactants [OH:1][C@@H:2]([CH2:19][C:20]1[CH:25]=[C:24]([F:26])[C:23]([F:27])=[CH:22][C:21]=1[F:28])[CH2:3][C:4]([N:6]1[CH2:11][CH2:10][N:9]2[C:12]([C:15]([F:18])([F:17])[F:16])=[N:13][N:14]=[C:8]2[CH2:7]1)=[O:5].C(N(CC)C(C)C)(C)C.[CH3:38][S:39](Cl)(=[O:41])=[O:40], predict the reaction product. The product is: [CH3:38][S:39]([O:1][C@@H:2]([CH2:19][C:20]1[CH:25]=[C:24]([F:26])[C:23]([F:27])=[CH:22][C:21]=1[F:28])[CH2:3][C:4]([N:6]1[CH2:11][CH2:10][N:9]2[C:12]([C:15]([F:18])([F:17])[F:16])=[N:13][N:14]=[C:8]2[CH2:7]1)=[O:5])(=[O:41])=[O:40]. (4) The product is: [CH:1]1([N:4]([CH:20]2[CH2:21][CH2:22][N:23]([C:27]3[CH:32]=[CH:31][CH:30]=[CH:29][CH:28]=3)[CH2:24][CH2:25]2)[C:5](=[O:19])[C:6]2[CH:11]=[CH:10][C:9]([C@@:12]([OH:18])([CH3:17])[C:13]([F:16])([F:15])[F:14])=[CH:8][CH:7]=2)[CH2:2][CH2:3]1. Given the reactants [CH:1]1([N:4]([CH:20]2[CH2:25][CH2:24][NH:23][CH2:22][CH2:21]2)[C:5](=[O:19])[C:6]2[CH:11]=[CH:10][C:9]([C@@:12]([OH:18])([CH3:17])[C:13]([F:16])([F:15])[F:14])=[CH:8][CH:7]=2)[CH2:3][CH2:2]1.Br[C:27]1[CH:32]=[CH:31][CH:30]=[CH:29][CH:28]=1.C(O[Na])(C)(C)C.CCOC(C)=O, predict the reaction product. (5) Given the reactants C([O-])([O-])=O.[Na+].[Na+].[CH2:7]([O:14][C:15]1[CH:19]=[C:18]([C:20](OCC)=[O:21])[N:17]([CH2:25][CH2:26][CH2:27][NH2:28])[N:16]=1)[C:8]1[CH:13]=[CH:12][CH:11]=[CH:10][CH:9]=1, predict the reaction product. The product is: [CH2:7]([O:14][C:15]1[CH:19]=[C:18]2[C:20](=[O:21])[NH:28][CH2:27][CH2:26][CH2:25][N:17]2[N:16]=1)[C:8]1[CH:13]=[CH:12][CH:11]=[CH:10][CH:9]=1. (6) Given the reactants [CH2:1]([O:4][N:5]([C:16]([CH3:19])([CH3:18])[CH3:17])[C:6]([CH3:15])([CH3:14])[C:7]([NH:9][C:10]([CH3:13])([CH3:12])[CH3:11])=[O:8])[CH:2]=[CH2:3].C(N(C(C)(C)C(NC(C)(C)C)=O)O)(C)(C)C.[CH2:36](Br)[C:37]1C=CC=[CH:39][CH:38]=1, predict the reaction product. The product is: [CH2:1]([O:4][N:5]([C:16]([CH3:19])([CH3:18])[CH3:17])[C:6]([CH3:15])([CH3:14])[C:7]([NH:9][C:10]([CH3:13])([CH3:12])[CH3:11])=[O:8])[C:2]1[CH:39]=[CH:38][CH:37]=[CH:36][CH:3]=1. (7) Given the reactants [C:1]([O:5][C:6](=[O:30])[NH:7][C:8]([CH3:29])([CH3:28])[CH2:9][N:10]1[C:15](=[O:16])[NH:14][C:13](=[O:17])[N:12]([C:18]2[CH:23]=[CH:22][CH:21]=[C:20]([O:24][CH3:25])[C:19]=2[F:26])[C:11]1=[O:27])([CH3:4])([CH3:3])[CH3:2].C([O-])([O-])=O.[K+].[K+].[F:37][C:38]1[CH:45]=[CH:44][CH:43]=[C:42]([C:46]([F:49])([F:48])[F:47])[C:39]=1[CH2:40]Br, predict the reaction product. The product is: [C:1]([O:5][C:6](=[O:30])[NH:7][C:8]([CH3:29])([CH3:28])[CH2:9][N:10]1[C:15](=[O:16])[N:14]([CH2:40][C:39]2[C:42]([C:46]([F:47])([F:49])[F:48])=[CH:43][CH:44]=[CH:45][C:38]=2[F:37])[C:13](=[O:17])[N:12]([C:18]2[CH:23]=[CH:22][CH:21]=[C:20]([O:24][CH3:25])[C:19]=2[F:26])[C:11]1=[O:27])([CH3:4])([CH3:2])[CH3:3].